The task is: Predict the product of the given reaction.. This data is from Forward reaction prediction with 1.9M reactions from USPTO patents (1976-2016). (1) Given the reactants CCN(S(F)(F)[F:7])CC.[CH2:10]([N:12]([CH2:28][CH3:29])[C:13](=[O:27])[C:14]1[C:19]([CH2:20]O)=[CH:18][CH:17]=[C:16]([F:22])[C:15]=1[Si:23]([CH3:26])([CH3:25])[CH3:24])[CH3:11], predict the reaction product. The product is: [CH2:10]([N:12]([CH2:28][CH3:29])[C:13](=[O:27])[C:14]1[C:19]([CH2:20][F:7])=[CH:18][CH:17]=[C:16]([F:22])[C:15]=1[Si:23]([CH3:26])([CH3:25])[CH3:24])[CH3:11]. (2) Given the reactants [CH2:1]([O:3][CH2:4][CH2:5][CH2:6][O:7][C:8](=[O:41])[C@@H:9]([NH:19][C:20]([C:22]1[C:23]([CH3:40])=[N:24][C:25]([NH:29][CH2:30][CH2:31][CH2:32][C:33]2[CH:38]=[CH:37][CH:36]=[C:35]([OH:39])[CH:34]=2)=[N:26][C:27]=1[CH3:28])=[O:21])[CH2:10][NH:11][C:12]([C:14]1[S:15][CH:16]=[CH:17][CH:18]=1)=[O:13])[CH3:2].[C:42](OC(=O)C)(=[O:44])[CH3:43].N1C=CC=CC=1, predict the reaction product. The product is: [CH2:1]([O:3][CH2:4][CH2:5][CH2:6][O:7][C:8](=[O:41])[C@@H:9]([NH:19][C:20]([C:22]1[C:27]([CH3:28])=[N:26][C:25]([NH:29][CH2:30][CH2:31][CH2:32][C:33]2[CH:38]=[CH:37][CH:36]=[C:35]([O:39][C:42](=[O:44])[CH3:43])[CH:34]=2)=[N:24][C:23]=1[CH3:40])=[O:21])[CH2:10][NH:11][C:12]([C:14]1[S:15][CH:16]=[CH:17][CH:18]=1)=[O:13])[CH3:2].